The task is: Predict the product of the given reaction.. This data is from Forward reaction prediction with 1.9M reactions from USPTO patents (1976-2016). Given the reactants Cl.[NH2:2][C:3]1[CH:7]=[CH:6][NH:5][C:4]=1[C:8]([O:10][CH2:11][CH3:12])=[O:9].[CH3:13][C:14]1[CH:30]=[CH:29][C:17]2[NH:18][C:19]([S:21][C:22]3[O:26][C:25]([CH:27]=O)=[CH:24][CH:23]=3)=[N:20][C:16]=2[CH:15]=1.[CH3:31][C:32]1([CH3:40])[CH2:39][C:37](=O)[CH2:36][C:34](=[O:35])[CH2:33]1.C(N(CC)C(C)C)(C)C, predict the reaction product. The product is: [CH2:11]([O:10][C:8]([C:4]1[NH:5][CH:6]=[C:7]2[CH:27]([C:25]3[O:26][C:22]([S:21][C:19]4[NH:18][C:17]5[CH:29]=[CH:30][C:14]([CH3:13])=[CH:15][C:16]=5[N:20]=4)=[CH:23][CH:24]=3)[C:36]3[C:34](=[O:35])[CH2:33][C:32]([CH3:40])([CH3:31])[CH2:39][C:37]=3[NH:2][C:3]=12)=[O:9])[CH3:12].